From a dataset of Full USPTO retrosynthesis dataset with 1.9M reactions from patents (1976-2016). Predict the reactants needed to synthesize the given product. (1) Given the product [CH:70]([Si:66]([CH:67]([CH3:68])[CH3:69])([CH:63]([CH3:65])[CH3:64])[C:73]#[C:74][C:18]1[CH:17]=[CH:16][C:15]2[C:20](=[CH:21][C:22]3[C:13]([CH:14]=2)=[C:12]([C:49]#[C:50][Si:51]([CH:52]([CH3:54])[CH3:53])([CH:58]([CH3:60])[CH3:59])[CH:55]([CH3:56])[CH3:57])[C:11]2[C:24](=[CH:25][C:26]4[C:9]([CH:10]=2)=[CH:8][C:7]([C:29]#[C:30][Si:31]([CH:32]([CH3:34])[CH3:33])([CH:38]([CH3:40])[CH3:39])[CH:35]([CH3:37])[CH3:36])=[CH:28][CH:27]=4)[C:23]=3[C:29]#[C:30][Si:31]([CH:32]([CH3:33])[CH3:34])([CH:35]([CH3:36])[CH3:37])[CH:38]([CH3:39])[CH3:40])[CH:19]=1)([CH3:72])[CH3:71], predict the reactants needed to synthesize it. The reactants are: FC(F)(F)S(O[C:7]1[CH:28]=[CH:27][C:26]2[C:9](=[CH:10][C:11]3[C:24]([CH:25]=2)=[C:23]([C:29]#[C:30][Si:31]([CH:38]([CH3:40])[CH3:39])([CH:35]([CH3:37])[CH3:36])[CH:32]([CH3:34])[CH3:33])[C:22]2[C:13](=[CH:14][C:15]4[C:20]([CH:21]=2)=[CH:19][C:18](OS(C(F)(F)F)(=O)=O)=[CH:17][CH:16]=4)[C:12]=3[C:49]#[C:50][Si:51]([CH:58]([CH3:60])[CH3:59])([CH:55]([CH3:57])[CH3:56])[CH:52]([CH3:54])[CH3:53])[CH:8]=1)(=O)=O.[CH:63]([Si:66]([C:73]#[CH:74])([CH:70]([CH3:72])[CH3:71])[CH:67]([CH3:69])[CH3:68])([CH3:65])[CH3:64]. (2) The reactants are: [C@@H:1]12[NH:8][CH2:7][C@@H:6]1[CH2:5][CH2:4][N:3]([C:9]([O:11][C:12]([CH3:15])([CH3:14])[CH3:13])=[O:10])[CH2:2]2.CCN(C(C)C)C(C)C.Cl[C:26]1[N:31]=[C:30]([C:32]([F:35])([F:34])[F:33])[CH:29]=[CH:28][N:27]=1. Given the product [F:33][C:32]([F:35])([F:34])[C:30]1[CH:29]=[CH:28][N:27]=[C:26]([N:8]2[C@@H:1]3[C@@H:6]([CH2:5][CH2:4][N:3]([C:9]([O:11][C:12]([CH3:15])([CH3:14])[CH3:13])=[O:10])[CH2:2]3)[CH2:7]2)[N:31]=1, predict the reactants needed to synthesize it. (3) Given the product [OH:29][N:28]=[CH:14][C:15]([NH:9][C:6]1[CH:7]=[CH:8][C:3]([O:2][CH3:1])=[CH:4][C:5]=1[N+:10]([O-:12])=[O:11])=[O:17], predict the reactants needed to synthesize it. The reactants are: [CH3:1][O:2][C:3]1[CH:8]=[CH:7][C:6]([NH2:9])=[C:5]([N+:10]([O-:12])=[O:11])[CH:4]=1.Cl[C:14](Cl)(Cl)[CH:15]([OH:17])O.S([O-])([O-])(=O)=O.[Na+].[Na+].Cl.[NH2:28][OH:29].Cl. (4) Given the product [CH3:21][C:20]([CH3:23])([CH3:22])[C:19]#[C:18][C:16]1[S:15][C:14]([C:24]([O:26][CH3:27])=[O:25])=[C:13]([NH:2][CH2:3][C:4]([N:6]2[CH2:11][CH2:10][O:9][CH2:8][CH2:7]2)=[O:5])[CH:17]=1, predict the reactants needed to synthesize it. The reactants are: Cl.[NH2:2][CH2:3][C:4]([N:6]1[CH2:11][CH2:10][O:9][CH2:8][CH2:7]1)=[O:5].Br[C:13]1[CH:17]=[C:16]([C:18]#[C:19][C:20]([CH3:23])([CH3:22])[CH3:21])[S:15][C:14]=1[C:24]([O:26][CH3:27])=[O:25].C([O-])([O-])=O.[Cs+].[Cs+].C1(P(C2CCCCC2)C2C=CC=CC=2C2C(OC)=CC=CC=2OC)CCCCC1. (5) Given the product [N+:1]([C:4]([CH3:31])=[CH:5][C:6]1[CH:18]=[CH:17][C:9]([C:10]([O:12][C:13]([CH3:16])([CH3:15])[CH3:14])=[O:11])=[CH:8][C:7]=1[C:19]([N:21]1[CH2:30][CH2:29][C:28]2[C:23](=[CH:24][CH:25]=[CH:26][CH:27]=2)[CH2:22]1)=[O:20])([O-:3])=[O:2], predict the reactants needed to synthesize it. The reactants are: [N+:1]([C:4]([CH2:31]CCC)=[CH:5][C:6]1[CH:18]=[CH:17][C:9]([C:10]([O:12][C:13]([CH3:16])([CH3:15])[CH3:14])=[O:11])=[CH:8][C:7]=1[C:19]([N:21]1[CH2:30][CH2:29][C:28]2[C:23](=[CH:24][CH:25]=[CH:26][CH:27]=2)[CH2:22]1)=[O:20])([O-:3])=[O:2].OC(C1C=CC(C(OC(C)(C)C)=O)=CC=1C(N1CCC2C(=CC=CC=2)C1)=O)C([N+]([O-])=O)C.